From a dataset of Peptide-MHC class II binding affinity with 134,281 pairs from IEDB. Regression. Given a peptide amino acid sequence and an MHC pseudo amino acid sequence, predict their binding affinity value. This is MHC class II binding data. (1) The peptide sequence is GFKAAVAAAASVPAA. The MHC is HLA-DQA10101-DQB10501 with pseudo-sequence HLA-DQA10101-DQB10501. The binding affinity (normalized) is 0.0270. (2) The binding affinity (normalized) is 0. The MHC is DRB1_0802 with pseudo-sequence DRB1_0802. The peptide sequence is AEHQAIVRDVLAAGD. (3) The peptide sequence is TVAAAPQVKYAVFEA. The MHC is DRB3_0101 with pseudo-sequence DRB3_0101. The binding affinity (normalized) is 0.156. (4) The MHC is DRB1_0401 with pseudo-sequence DRB1_0401. The binding affinity (normalized) is 0.0524. The peptide sequence is RKLTELNAELSDK.